Dataset: Forward reaction prediction with 1.9M reactions from USPTO patents (1976-2016). Task: Predict the product of the given reaction. (1) Given the reactants [Br:1][C:2]1[CH:10]=[CH:9][C:5]([C:6]([OH:8])=O)=[CH:4][N:3]=1.[NH:11]1[CH2:16][CH2:15][O:14][CH2:13][CH2:12]1.CN(C(ON1N=NC2C=CC=NC1=2)=[N+](C)C)C.F[P-](F)(F)(F)(F)F.CCN(C(C)C)C(C)C, predict the reaction product. The product is: [Br:1][C:2]1[N:3]=[CH:4][C:5]([C:6]([N:11]2[CH2:16][CH2:15][O:14][CH2:13][CH2:12]2)=[O:8])=[CH:9][CH:10]=1. (2) Given the reactants [CH:1]1(O)[C:10]2[C:5](=[CH:6][CH:7]=[CH:8][CH:9]=2)[CH2:4][CH2:3][CH2:2]1.S(Cl)([Cl:14])=O, predict the reaction product. The product is: [Cl:14][CH:1]1[C:10]2[C:5](=[CH:6][CH:7]=[CH:8][CH:9]=2)[CH2:4][CH2:3][CH2:2]1. (3) Given the reactants [O:1]1[C:5]2[CH:6]=[CH:7][C:8]([CH:10]=[C:11]([C:17]3[CH:22]=[CH:21][C:20]([O:23][C:24]4[CH:29]=[CH:28][C:27]([CH2:30][CH2:31][C:32]([O:34][CH2:35][CH3:36])=[O:33])=[CH:26][CH:25]=4)=[CH:19][CH:18]=3)[C:12](=[O:16])C(O)=O)=[CH:9][C:4]=2[O:3][CH2:2]1.F[P-](F)(F)(F)(F)F.N1(O[P+](N(C)C)(N(C)C)[N:55]([CH3:57])[CH3:56])C2C=CC=CC=2N=N1.C(N(CC)CC)C.CNC.C1COCC1, predict the reaction product. The product is: [CH2:35]([O:34][C:32](=[O:33])[CH2:31][CH2:30][C:27]1[CH:28]=[CH:29][C:24]([O:23][C:20]2[CH:21]=[CH:22][C:17]([C:11]([C:12](=[O:16])[N:55]([CH3:57])[CH3:56])=[CH:10][C:8]3[CH:7]=[CH:6][C:5]4[O:1][CH2:2][O:3][C:4]=4[CH:9]=3)=[CH:18][CH:19]=2)=[CH:25][CH:26]=1)[CH3:36].